From a dataset of Forward reaction prediction with 1.9M reactions from USPTO patents (1976-2016). Predict the product of the given reaction. (1) Given the reactants [CH2:1](Br)[C:2]1[CH:7]=[CH:6][CH:5]=[CH:4][CH:3]=1.[OH:9][C:10]1[CH:17]=[CH:16][C:13]([CH:14]=[O:15])=[CH:12][C:11]=1[CH3:18], predict the reaction product. The product is: [CH2:1]([O:9][C:10]1[CH:17]=[CH:16][C:13]([CH:14]=[O:15])=[CH:12][C:11]=1[CH3:18])[C:2]1[CH:7]=[CH:6][CH:5]=[CH:4][CH:3]=1. (2) Given the reactants Br[C:2]1[C:3]([C:13]2[CH:18]=[CH:17][CH:16]=[C:15]([F:19])[CH:14]=2)=[N:4][N:5]2[C:10]=1[CH:9]=[CH:8][C:7]([O:11]C)=[N:6]2.Cl.N1C=CC=CC=1.[H-].[Na+].Br[CH:30]([F:32])[F:31], predict the reaction product. The product is: [F:31][CH:30]([F:32])[O:11][C:7]1[CH:8]=[CH:9][C:10]2[N:5]([N:4]=[C:3]([C:13]3[CH:18]=[CH:17][CH:16]=[C:15]([F:19])[CH:14]=3)[CH:2]=2)[N:6]=1. (3) Given the reactants [C:1]([O:9][C@H:10]1[C@@H:15]([O:16][C:17](=[O:24])[C:18]2[CH:23]=[CH:22][CH:21]=[CH:20][CH:19]=2)[C@H:14]([O:25][C:26](=[O:33])[C:27]2[CH:32]=[CH:31][CH:30]=[CH:29][CH:28]=2)[C@@H:13]([CH2:34][O:35][C:36](=[O:43])[C:37]2[CH:42]=[CH:41][CH:40]=[CH:39][CH:38]=2)[O:12][C@@H:11]1[O:44][C@H:45]1[C@H:50]([O:51][C:52](=[O:59])[C:53]2[CH:58]=[CH:57][CH:56]=[CH:55][CH:54]=2)[C@@H:49]([CH2:60][O:61][C:62](=[O:69])[C:63]2[CH:68]=[CH:67][CH:66]=[CH:65][CH:64]=2)[O:48][C@H:47]([O:70][C@H:71]2[C@H:77]([O:78][C:79](=[O:86])[C:80]3[CH:85]=[CH:84][CH:83]=[CH:82][CH:81]=3)[C@@H:76]([CH2:87][O:88][C:89](=[O:96])[C:90]3[CH:95]=[CH:94][CH:93]=[CH:92][CH:91]=3)[O:75][CH:73]([OH:74])[C@H:72]2[O:97][C:98](=[O:105])[C:99]2[CH:104]=[CH:103][CH:102]=[CH:101][CH:100]=2)[C@H:46]1[O:106][C:107](=[O:114])[C:108]1[CH:113]=[CH:112][CH:111]=[CH:110][CH:109]=1)(=[O:8])[C:2]1[CH:7]=[CH:6][CH:5]=[CH:4][CH:3]=1.[Cl:115][C:116]([Cl:120])([Cl:119])[C:117]#[N:118].CCCCCC.CCOC(C)=O, predict the reaction product. The product is: [Cl:115][C:116]([Cl:120])([Cl:119])[C:117](=[NH:118])[O:74][CH:73]1[O:75][C@H:76]([CH2:87][O:88][C:89](=[O:96])[C:90]2[CH:95]=[CH:94][CH:93]=[CH:92][CH:91]=2)[C@@H:77]([O:78][C:79](=[O:86])[C:80]2[CH:81]=[CH:82][CH:83]=[CH:84][CH:85]=2)[C@H:71]([O:70][C@H:47]2[O:48][C@H:49]([CH2:60][O:61][C:62](=[O:69])[C:63]3[CH:68]=[CH:67][CH:66]=[CH:65][CH:64]=3)[C@@H:50]([O:51][C:52](=[O:59])[C:53]3[CH:58]=[CH:57][CH:56]=[CH:55][CH:54]=3)[C@H:45]([O:44][C@H:11]3[O:12][C@H:13]([CH2:34][O:35][C:36](=[O:43])[C:37]4[CH:38]=[CH:39][CH:40]=[CH:41][CH:42]=4)[C@@H:14]([O:25][C:26](=[O:33])[C:27]4[CH:32]=[CH:31][CH:30]=[CH:29][CH:28]=4)[C@H:15]([O:16][C:17](=[O:24])[C:18]4[CH:19]=[CH:20][CH:21]=[CH:22][CH:23]=4)[C@@H:10]3[O:9][C:1](=[O:8])[C:2]3[CH:3]=[CH:4][CH:5]=[CH:6][CH:7]=3)[C@@H:46]2[O:106][C:107](=[O:114])[C:108]2[CH:113]=[CH:112][CH:111]=[CH:110][CH:109]=2)[C@@H:72]1[O:97][C:98](=[O:105])[C:99]1[CH:100]=[CH:101][CH:102]=[CH:103][CH:104]=1. (4) Given the reactants [Br:1][C:2]1[CH:7]=[CH:6][C:5]([NH:8][Al]CCl)=[CH:4][CH:3]=1.[CH:12]1([C:15]([N:17]2[CH2:21][CH2:20][C@@H:19]([CH2:22][C:23]#[N:24])[CH2:18]2)=[O:16])[CH2:14][CH2:13]1, predict the reaction product. The product is: [Br:1][C:2]1[CH:7]=[CH:6][C:5]([NH:8][C:23](=[NH:24])[CH2:22][C@@H:19]2[CH2:20][CH2:21][N:17]([C:15]([CH:12]3[CH2:14][CH2:13]3)=[O:16])[CH2:18]2)=[CH:4][CH:3]=1. (5) The product is: [Cl:17][C:18]1[CH:23]=[C:22]([CH2:24][NH:25][C:14]([C@@H:9]2[CH2:10][C@@H:11]([F:13])[CH2:12][N:8]2[C:6]([O:5][C:1]([CH3:2])([CH3:3])[CH3:4])=[O:7])=[O:16])[CH:21]=[C:20]([Cl:26])[N:19]=1. Given the reactants [C:1]([O:5][C:6]([N:8]1[CH2:12][C@H:11]([F:13])[CH2:10][C@H:9]1[C:14]([OH:16])=O)=[O:7])([CH3:4])([CH3:3])[CH3:2].[Cl:17][C:18]1[CH:23]=[C:22]([CH2:24][NH2:25])[CH:21]=[C:20]([Cl:26])[N:19]=1.C(N(CC)C(C)C)(C)C.CN(C(ON1N=NC2C=CC=NC1=2)=[N+](C)C)C.F[P-](F)(F)(F)(F)F, predict the reaction product. (6) Given the reactants [C:1]([O:5][C:6](=[O:39])[N:7]([C@H:9]([C:11](=[O:38])[NH:12][C@@H:13]([CH:32]1[CH2:37][CH2:36][CH2:35][CH2:34][CH2:33]1)[C:14]([N:16]1[CH2:20][C@@H:19]([NH2:21])[CH2:18][C@H:17]1[C:22](=[O:31])[NH:23]CC1C=CC=CC=1)=[O:15])[CH3:10])[CH3:8])([CH3:4])([CH3:3])[CH3:2].C(OC(N(C)[C@@H](C)C(N[C@@H](C1CCCCC1)C(N1C[C@@H](NC(OCC2[C:67]3[CH:68]=[CH:69][CH:70]=[CH:71][C:66]=3[C:71]3[C:66]2=[CH:67][CH:68]=[CH:69][CH:70]=3)=O)C[C@H]1C(O)=O)=O)=O)=O)(C)(C)C.C1(N)CCCCC1, predict the reaction product. The product is: [C:1]([O:5][C:6](=[O:39])[N:7]([C@H:9]([C:11](=[O:38])[NH:12][C@@H:13]([CH:32]1[CH2:37][CH2:36][CH2:35][CH2:34][CH2:33]1)[C:14]([N:16]1[CH2:20][C@@H:19]([NH2:21])[CH2:18][C@H:17]1[C:22](=[O:31])[NH:23][CH:66]1[CH2:71][CH2:70][CH2:69][CH2:68][CH2:67]1)=[O:15])[CH3:10])[CH3:8])([CH3:4])([CH3:2])[CH3:3]. (7) Given the reactants [CH3:1][NH2:2].[CH3:3][O:4][CH:5]([O:18][CH3:19])[C:6]1[C:15]([CH:16]=O)=[CH:14][C:13]2[CH2:12][CH2:11][CH2:10][NH:9][C:8]=2[N:7]=1.[BH4-].[Na+], predict the reaction product. The product is: [CH3:3][O:4][CH:5]([O:18][CH3:19])[C:6]1[C:15]([CH2:16][NH:2][CH3:1])=[CH:14][C:13]2[CH2:12][CH2:11][CH2:10][NH:9][C:8]=2[N:7]=1.